From a dataset of Catalyst prediction with 721,799 reactions and 888 catalyst types from USPTO. Predict which catalyst facilitates the given reaction. (1) Reactant: CCN(C(C)C)C(C)C.[CH2:10]1[C:18]2[C:13](=[CH:14][C:15]([S:19]([C:22]3([C:27]4[CH:32]=[CH:31][C:30]([C:33]([F:42])([C:38]([F:41])([F:40])[F:39])[C:34]([F:37])([F:36])[F:35])=[CH:29][CH:28]=4)[CH2:26][CH2:25][NH:24][CH2:23]3)(=[O:21])=[O:20])=[CH:16][CH:17]=2)[CH2:12][CH2:11]1.[S:43]1(=[O:53])(=[O:52])[CH2:48][CH2:47][CH:46]([C:49](O)=[O:50])[CH2:45][CH2:44]1.CN(C(ON1N=NC2C=CC=NC1=2)=[N+](C)C)C.F[P-](F)(F)(F)(F)F. Product: [CH2:10]1[C:18]2[C:13](=[CH:14][C:15]([S:19]([C:22]3([C:27]4[CH:28]=[CH:29][C:30]([C:33]([F:42])([C:34]([F:37])([F:36])[F:35])[C:38]([F:41])([F:39])[F:40])=[CH:31][CH:32]=4)[CH2:26][CH2:25][N:24]([C:49]([CH:46]4[CH2:47][CH2:48][S:43](=[O:53])(=[O:52])[CH2:44][CH2:45]4)=[O:50])[CH2:23]3)(=[O:20])=[O:21])=[CH:16][CH:17]=2)[CH2:12][CH2:11]1. The catalyst class is: 1. (2) Reactant: [H-].[Al+3].[Li+].[H-].[H-].[H-].[Cl:7][C:8]1[CH:9]=[CH:10][C:11]2[N:17]3[CH:18]=[CH:19][CH:20]=[C:16]3[C@@H:15]([CH2:21][CH2:22][N:23]3[CH:27]=[C:26]([C:28](OCC)=[O:29])[N:25]=[N:24]3)[O:14][C@H:13]([C:33]3[CH:38]=[CH:37][CH:36]=[C:35]([O:39][CH3:40])[C:34]=3[O:41][CH3:42])[C:12]=2[CH:43]=1.O. Product: [Cl:7][C:8]1[CH:9]=[CH:10][C:11]2[N:17]3[CH:18]=[CH:19][CH:20]=[C:16]3[C@@H:15]([CH2:21][CH2:22][N:23]3[CH:27]=[C:26]([CH2:28][OH:29])[N:25]=[N:24]3)[O:14][C@H:13]([C:33]3[CH:38]=[CH:37][CH:36]=[C:35]([O:39][CH3:40])[C:34]=3[O:41][CH3:42])[C:12]=2[CH:43]=1. The catalyst class is: 7. (3) Reactant: Cl[C:2]1[CH:7]=[C:6]([C:8]2[C:13]([CH3:14])=[CH:12][C:11]([CH3:15])=[CH:10][N:9]=2)[C:5]([Cl:16])=[CH:4][N:3]=1.[F-].[Cs+].[N:19]1[C:27]2[CH2:26][CH2:25][NH:24][CH2:23][C:22]=2[S:21][C:20]=1[NH2:28].C(OCC)(=O)C. Product: [Cl:16][C:5]1[C:6]([C:8]2[C:13]([CH3:14])=[CH:12][C:11]([CH3:15])=[CH:10][N:9]=2)=[CH:7][C:2]([N:24]2[CH2:25][CH2:26][C:27]3[N:19]=[C:20]([NH2:28])[S:21][C:22]=3[CH2:23]2)=[N:3][CH:4]=1. The catalyst class is: 58. (4) Reactant: [CH:1]1[C:6]([NH2:7])=[CH:5][CH:4]=[C:3]([OH:8])[CH:2]=1.C([O-])([O-])=O.[K+].[K+].Cl[CH2:16][CH2:17][CH2:18][C:19](Cl)=[O:20].CN(C=O)C. Product: [OH:8][C:3]1[CH:4]=[CH:5][C:6]([N:7]2[CH2:16][CH2:17][CH2:18][C:19]2=[O:20])=[CH:1][CH:2]=1. The catalyst class is: 144. (5) Reactant: [Cl-].[Al+3].[Cl-].[Cl-].[H-].[Al+3].[Li+].[H-].[H-].[H-].[F:11][C:12]1[CH:42]=[CH:41][C:15]([C:16]([NH:18][C:19]2[C:20]([CH3:40])=[C:21]([CH3:39])[C:22]3[O:26][C:25]([CH3:27])=[C:24]([C:28]4[CH:33]=[CH:32][C:31]([CH:34]([CH3:36])[CH3:35])=[CH:30][CH:29]=4)[C:23]=3[C:37]=2[CH3:38])=O)=[CH:14][CH:13]=1.[OH-].[Na+]. Product: [F:11][C:12]1[CH:13]=[CH:14][C:15]([CH2:16][NH:18][C:19]2[C:20]([CH3:40])=[C:21]([CH3:39])[C:22]3[O:26][C:25]([CH3:27])=[C:24]([C:28]4[CH:33]=[CH:32][C:31]([CH:34]([CH3:35])[CH3:36])=[CH:30][CH:29]=4)[C:23]=3[C:37]=2[CH3:38])=[CH:41][CH:42]=1. The catalyst class is: 7. (6) Reactant: [NH:1]1[C:9]2[C:4](=[CH:5][C:6]([N:10]3[CH:15]=[CH:14][C:13]([C:16]4[CH:21]=[CH:20][C:19]([C:22]([F:25])([F:24])[F:23])=[CH:18][CH:17]=4)=[CH:12][C:11]3=[O:26])=[CH:7][CH:8]=2)[CH:3]=[N:2]1.Br[CH2:28][CH2:29][CH2:30][Cl:31].C([O-])([O-])=O.[Cs+].[Cs+]. Product: [Cl:31][CH2:30][CH2:29][CH2:28][N:1]1[C:9]2[C:4](=[CH:5][C:6]([N:10]3[CH:15]=[CH:14][C:13]([C:16]4[CH:21]=[CH:20][C:19]([C:22]([F:24])([F:25])[F:23])=[CH:18][CH:17]=4)=[CH:12][C:11]3=[O:26])=[CH:7][CH:8]=2)[CH:3]=[N:2]1. The catalyst class is: 58. (7) Reactant: C([Li])CCC.CCCCCC.Br[C:13]1[CH:14]=[C:15]2[C:19](=[CH:20][CH:21]=1)[CH2:18][CH2:17][CH2:16]2.C([O:24][B:25](OCC)[O:26]CC)C.[Cl-].[NH4+]. Product: [CH2:18]1[C:19]2[C:15](=[CH:14][C:13]([B:25]([OH:26])[OH:24])=[CH:21][CH:20]=2)[CH2:16][CH2:17]1. The catalyst class is: 7. (8) Reactant: [ClH:1].[CH3:2][O:3][CH2:4][CH2:5][O:6][CH2:7][CH2:8][O:9][CH2:10][CH2:11][NH:12][C:13]([C:15]1[CH:16]=[C:17]([C:21]2[C:26]([CH3:27])=[CH:25][CH:24]=[C:23]([CH2:28][C@H:29]([NH:44][C:45]([C@H:47]3[CH2:52][CH2:51][C@H:50]([CH2:53][NH:54]C(=O)OC(C)(C)C)[CH2:49][CH2:48]3)=[O:46])[C:30](=[O:43])[NH:31][C:32]3[CH:37]=[CH:36][C:35]([C:38]4[NH:42][N:41]=[N:40][N:39]=4)=[CH:34][CH:33]=3)[CH:22]=2)[CH:18]=[CH:19][CH:20]=1)=[O:14].C(#N)C. The catalyst class is: 12. Product: [ClH:1].[NH2:54][CH2:53][C@H:50]1[CH2:51][CH2:52][C@H:47]([C:45]([NH:44][C@H:29]([C:30](=[O:43])[NH:31][C:32]2[CH:37]=[CH:36][C:35]([C:38]3[NH:42][N:41]=[N:40][N:39]=3)=[CH:34][CH:33]=2)[CH2:28][C:23]2[CH:24]=[CH:25][C:26]([CH3:27])=[C:21]([C:17]3[CH:18]=[CH:19][CH:20]=[C:15]([C:13]([NH:12][CH2:11][CH2:10][O:9][CH2:8][CH2:7][O:6][CH2:5][CH2:4][O:3][CH3:2])=[O:14])[CH:16]=3)[CH:22]=2)=[O:46])[CH2:48][CH2:49]1.